This data is from B-cell epitopes from IEDB database with 3,159 antigens for binding position prediction. The task is: Token-level Classification. Given an antigen amino acid sequence, predict which amino acid positions are active epitope sites capable of antibody binding. Output is a list of indices for active positions. (1) Given the antigen sequence: MGCRLLSCVAFCLLGIGPLETAVFQTPNYRVTRVGNEVSFNCEQTLDHNTMYWYKQDSKKLLKIMFSYNNKQLIVNETVPRRFSPQSSDKAHLNLRIKSVELEDSAVYLCASSFRDRYAEQFFGPGTRLTVLEDLR, which amino acid positions are active epitope sites? The epitope positions are: [43, 44, 45, 46, 47, 48, 49, 50, 51, 52, 53, 54, 55, 56, 57, 58, 59, 60, 61, 62... (22 total positions)]. The amino acids at these positions are: QTLDHNTMYWYKQDSKKLLKIM. (2) Given the antigen sequence: MRLFILAVLTVGVLGSNDDLWHQWKRMYNKEYNGADDEHRRNIWEENVKHIQEHNLRHDLGLVTYTLGLNQFTDMTFEEFKAKYLTEMPRASDILSHGIPYEANNRAVPDKIDWRESGYVTELKDQGNCGSCWAFSTTGTMEGQYMKNERTSISFSEQQLVDCSGPWGNMGCSGGLMENAYEYLKQFGLETESSYPYTAVEGQCRYNRQLGVAKVTDYYTVHSGSEVELKNLVGAEGPAAVAVDVESDFMMYSGGIYQSRTCSSLRVNHAVLAVGYGTQGGTDYWIVKNSWGSSWGERGYIRMVRNRGNMCGIASLASLPMVARFP, which amino acid positions are active epitope sites? The epitope positions are: [109, 110, 111, 112, 113, 114, 115, 116, 117, 118, 119, 120, 121, 122, 123, 124, 125, 126, 127, 128]. The amino acids at these positions are: DKIDWRESGYVTELKDQGNC. (3) Given the antigen sequence: MAARLCCQLDPARDVLCLRPVGAESRGRPFSGSLGTLSSPSPSAVSTDHGAHLSLRGLPVCAFSSAGPCALRFTSARRMETTVKAQPFLPKVLHKRTLGLSVMSTTDLEAYFKDCLFKDWEELGEEIRLKVFVLGGCRHKLVCAPAPCNFFTSA, which amino acid positions are active epitope sites? The epitope positions are: [30, 31, 32, 33, 34, 35, 36, 37, 38, 39, 40, 41, 42, 43, 44]. The amino acids at these positions are: SGSLGTLSSPSPSAV. (4) Given the antigen sequence: MAMMMTGRVLLVCALCVLWCGAGGGYAWDFGSDGESLNEYYYGAYGVYCNASLNATFCEEKRKAIKLKEAALQKNTARSGEGSGQPNAGGSSGRQAHGSEESGSGQSEGTAGEGTPELNKPGEGGTETPTPLSSPPPTATVTAAQTSATRTPDESDGSPAASHTTSPLLLFLIVCAAATAVVAA, which amino acid positions are active epitope sites? The epitope positions are: [92, 93, 94, 95, 96, 97, 98, 99, 100, 101, 102, 103, 104, 105, 106]. The amino acids at these positions are: GRQAHGSEESGSGQS. (5) The epitope positions are: [49, 50, 51, 52, 53, 54, 55, 56]. The amino acids at these positions are: TNSVGANA. Given the antigen sequence: MKVIKTLSIINFFIFVTFNIKNESKYSNTFINNAYNMSIRRSMANEGSNTNSVGANAPNADTIASGSQRSTNSASTSTTNNGESQTTTPTAADTIASGSQRSTNSASTSTTNNGESQTTTPTAADTPTATESISPSPPITTTESSKFWQCTNKTDGKGEESEKQNELNESTEEGPKAPQEPQTAENENPAAPENKGTGQHGHMHGSRNNHPQNTSDSQKECTDGNKENCGAATSLLSNSSNIASINKFVVLISATLVLSFAIFI, which amino acid positions are active epitope sites? (6) Given the antigen sequence: MESYDIIANQPVVIDNGSGVIKAGFAGDQIPKYCFPNYVGRPKHMRVMAGALEGDLFIGPKAEEHRGLLTIRYPMEHGVVRDWNDMERIWQYAYSKDQLQTFSEEHPVLLTEAPLNPSKNREKAAEVFFETFNVPALFISMQAVLSLYATGRTTGVVLDSGDGVTHAVPIYEGFAMPHSIMRVDIAGRDVSRYLRLLLRKEGVDFHTSAEFEVVRTIKERACYLSINPQKDEALETEKVQYTLPDGSTLDVGPARFRAPELLFQPDLVGDESEGLHEVVAFAIHKSDMDLRRTLFANIVLSGGSTLFKGFGDRLLSEVKKLAPKDIKIKISAPQERLYSTWIGGSILASLDTFKKMWVSKKEYEEDGSRAIHRKTF, which amino acid positions are active epitope sites? The epitope positions are: [125, 126, 127, 128, 129, 130, 131, 132, 133, 134, 135, 136, 137, 138, 139]. The amino acids at these positions are: EVFFETFNVPALFIS.